Dataset: Forward reaction prediction with 1.9M reactions from USPTO patents (1976-2016). Task: Predict the product of the given reaction. (1) Given the reactants [F:1][C:2]1([F:14])[CH2:7][CH:6]([C:8]([O:10][CH2:11][CH3:12])=[O:9])[C:5](=[O:13])[CH2:4][CH2:3]1.C(N(CC)C(C)C)(C)C.[F:24][C:25]([F:38])([F:37])[S:26](O[S:26]([C:25]([F:38])([F:37])[F:24])(=[O:28])=[O:27])(=[O:28])=[O:27], predict the reaction product. The product is: [F:1][C:2]1([F:14])[CH2:7][C:6]([C:8]([O:10][CH2:11][CH3:12])=[O:9])=[C:5]([O:13][S:26]([C:25]([F:38])([F:37])[F:24])(=[O:28])=[O:27])[CH2:4][CH2:3]1. (2) Given the reactants [CH3:1][C:2]1[CH:3]=[C:4]([NH:9][S:10]([C:13]2[CH:14]=[C:15]3[C:20](=[CH:21][C:22]=2F)[NH:19][C:18](=[O:24])[CH2:17][CH2:16]3)(=[O:12])=[O:11])[CH:5]=[CH:6][C:7]=1[CH3:8].[CH3:25][NH:26][CH3:27].C(N(CC)CC)C, predict the reaction product. The product is: [CH3:25][N:26]([CH3:27])[C:22]1[CH:21]=[C:20]2[C:15]([CH2:16][CH2:17][C:18](=[O:24])[NH:19]2)=[CH:14][C:13]=1[S:10]([NH:9][C:4]1[CH:5]=[CH:6][C:7]([CH3:8])=[C:2]([CH3:1])[CH:3]=1)(=[O:12])=[O:11].